This data is from Reaction yield outcomes from USPTO patents with 853,638 reactions. The task is: Predict the reaction yield, written as a fraction of the theoretical maximum amount of product (1.0 means a 100% yield; for example, 0.34 means a 34% yield). (1) The reactants are [CH2:1]([O:3][C:4](=[O:22])[CH2:5][C:6]1[C:7]([CH3:21])=[N:8][C:9]2[N:10]([N:13]=[C:14]([C:16]([O:18][CH2:19][CH3:20])=[O:17])[CH:15]=2)[C:11]=1O)[CH3:2].CN(C)C1C=CC=CC=1.O=P(Cl)(Cl)[Cl:34]. No catalyst specified. The product is [Cl:34][C:11]1[N:10]2[N:13]=[C:14]([C:16]([O:18][CH2:19][CH3:20])=[O:17])[CH:15]=[C:9]2[N:8]=[C:7]([CH3:21])[C:6]=1[CH2:5][C:4]([O:3][CH2:1][CH3:2])=[O:22]. The yield is 0.830. (2) The reactants are [C:1]1([C:7]2[CH:15]=[C:14]3[C:10]([CH2:11][C:12](=[O:16])[NH:13]3)=[CH:9][CH:8]=2)[CH:6]=[CH:5][CH:4]=[CH:3][CH:2]=1.[N:17]1([CH2:22][CH2:23][CH2:24][NH:25][C:26]([C:28]2[C:32]([CH3:33])=[C:31]([CH:34]=O)[NH:30][C:29]=2[CH3:36])=[O:27])[CH:21]=[CH:20][N:19]=[CH:18]1. No catalyst specified. The product is [N:17]1([CH2:22][CH2:23][CH2:24][NH:25][C:26]([C:28]2[C:32]([CH3:33])=[C:31]([CH:34]=[C:11]3[C:10]4[C:14](=[CH:15][C:7]([C:1]5[CH:2]=[CH:3][CH:4]=[CH:5][CH:6]=5)=[CH:8][CH:9]=4)[NH:13][C:12]3=[O:16])[NH:30][C:29]=2[CH3:36])=[O:27])[CH:21]=[CH:20][N:19]=[CH:18]1. The yield is 0.430. (3) The reactants are [NH2:1][C:2]1[S:3][CH:4]=[C:5]([CH2:11][O:12][CH2:13][O:14][CH3:15])[C:6]=1[S:7]([NH2:10])(=[O:9])=[O:8].CS[C:18](SC)=[C:19]1[C:28](=[O:29])[C:27]2[C:22](=[N:23][CH:24]=[CH:25][CH:26]=2)[N:21]([CH2:30][CH2:31][CH2:32][CH3:33])[C:20]1=[O:34]. The catalyst is C1(C)C=CC=CC=1. The product is [CH2:30]([N:21]1[C:22]2[C:27](=[CH:26][CH:25]=[CH:24][N:23]=2)[C:28]([OH:29])=[C:19]([C:18]2[NH:1][C:2]3[S:3][CH:4]=[C:5]([CH2:11][O:12][CH2:13][O:14][CH3:15])[C:6]=3[S:7](=[O:8])(=[O:9])[N:10]=2)[C:20]1=[O:34])[CH2:31][CH2:32][CH3:33]. The yield is 0.546. (4) The reactants are [C:1]([O:5][C:6](=[O:22])[NH:7][CH2:8][CH2:9][C:10]1[C:18]2[C:13](=[CH:14][C:15]([N+:19]([O-])=O)=[CH:16][CH:17]=2)[NH:12][CH:11]=1)([CH3:4])([CH3:3])[CH3:2]. The catalyst is CCO.[Ni]. The product is [C:1]([O:5][C:6](=[O:22])[NH:7][CH2:8][CH2:9][C:10]1[C:18]2[C:13](=[CH:14][C:15]([NH2:19])=[CH:16][CH:17]=2)[NH:12][CH:11]=1)([CH3:4])([CH3:2])[CH3:3]. The yield is 0.670.